From a dataset of Forward reaction prediction with 1.9M reactions from USPTO patents (1976-2016). Predict the product of the given reaction. (1) Given the reactants C(N(C(C)C)CC)(C)C.[Cl:10][C:11]1[CH:12]=[CH:13][C:14]2[N:19]=[C:18]([C:20]3[C:29]4[C:24](=[CH:25][CH:26]=[CH:27][CH:28]=4)[CH:23]=[CH:22][CH:21]=3)[O:17][C:16](=[O:30])[C:15]=2[CH:31]=1.[NH:32]1[CH2:36][CH2:35][CH:34]([OH:37])[CH2:33]1, predict the reaction product. The product is: [Cl:10][C:11]1[CH:12]=[CH:13][C:14]([NH:19][C:18]([C:20]2[C:29]3[C:24](=[CH:25][CH:26]=[CH:27][CH:28]=3)[CH:23]=[CH:22][CH:21]=2)=[O:17])=[C:15]([C:16]([N:32]2[CH2:36][CH2:35][CH:34]([OH:37])[CH2:33]2)=[O:30])[CH:31]=1. (2) Given the reactants Cl[C:2]1[CH:7]=[C:6]([NH:8][CH:9]([CH3:11])[CH3:10])[C:5]([N+:12]([O-:14])=[O:13])=[CH:4][N:3]=1.[CH3:15][O:16][CH:17]1[CH2:22][CH2:21][N:20]([C:23]2[N:28]=[C:27]([NH2:29])[CH:26]=[CH:25][N:24]=2)[CH2:19][CH2:18]1.CC(C1C=C(C(C)C)C(C2C=CC=CC=2P(C2CCCCC2)C2CCCCC2)=C(C(C)C)C=1)C.C([O-])([O-])=O.[Cs+].[Cs+], predict the reaction product. The product is: [CH:9]([NH:8][C:6]1[C:5]([N+:12]([O-:14])=[O:13])=[CH:4][N:3]=[C:2]([NH:29][C:27]2[CH:26]=[CH:25][N:24]=[C:23]([N:20]3[CH2:19][CH2:18][CH:17]([O:16][CH3:15])[CH2:22][CH2:21]3)[N:28]=2)[CH:7]=1)([CH3:11])[CH3:10]. (3) Given the reactants [Br:1][C:2]1[C:3]([CH:11]([CH3:13])[CH3:12])=[N:4][C:5]([OH:10])=[C:6]([CH:9]=1)[C:7]#[N:8].[CH2:14](N(CC)CC)C.[F:21][C:22]([F:35])([F:34])[S:23](O[S:23]([C:22]([F:35])([F:34])[F:21])(=[O:25])=[O:24])(=[O:25])=[O:24], predict the reaction product. The product is: [F:21][C:22]([F:35])([F:34])[S:23]([O:10][C:5]1[C:6]([C:7]#[N:8])=[C:9]([CH3:14])[C:2]([Br:1])=[C:3]([CH:11]2[CH2:13][CH2:12]2)[N:4]=1)(=[O:25])=[O:24]. (4) Given the reactants Cl[C:2]1[N:7]=[C:6]([NH:8][CH2:9][CH2:10][C:11]2[CH:16]=[CH:15][C:14]([OH:17])=[CH:13][CH:12]=2)[C:5]2[N:18]=[CH:19][N:20]([CH:21]([CH3:23])[CH3:22])[C:4]=2[CH:3]=1.[F:24][C:25]1[CH:26]=[C:27](B(O)O)[CH:28]=[N:29][CH:30]=1.C1(C)C=CC=CC=1.C(=O)([O-])[O-].[Na+].[Na+], predict the reaction product. The product is: [F:24][C:25]1[CH:26]=[C:27]([C:2]2[N:7]=[C:6]([NH:8][CH2:9][CH2:10][C:11]3[CH:16]=[CH:15][C:14]([OH:17])=[CH:13][CH:12]=3)[C:5]3[N:18]=[CH:19][N:20]([CH:21]([CH3:23])[CH3:22])[C:4]=3[CH:3]=2)[CH:28]=[N:29][CH:30]=1. (5) Given the reactants C(O[C:6](=O)[N:7]([CH2:9][CH2:10][CH2:11][C:12]1([CH3:38])[CH2:21][C:20]2[C:15](=[CH:16][CH:17]=[C:18]([C:22]3[CH:27]=[CH:26][CH:25]=[CH:24][CH:23]=3)[CH:19]=2)[N:14](CC2C=CC(OC)=CC=2)[C:13]1=[O:37])C)(C)(C)C.C1(OC)C=CC=CC=1, predict the reaction product. The product is: [CH3:38][C:12]1([CH2:11][CH2:10][CH2:9][NH:7][CH3:6])[CH2:21][C:20]2[C:15](=[CH:16][CH:17]=[C:18]([C:22]3[CH:23]=[CH:24][CH:25]=[CH:26][CH:27]=3)[CH:19]=2)[NH:14][C:13]1=[O:37]. (6) Given the reactants FC(F)(F)S(O[C:7]12[CH2:13][CH:10]([CH2:11][CH2:12]1)[CH2:9][C:8]2=[O:14])(=O)=O.C([OH:19])C.O, predict the reaction product. The product is: [C:7]12([C:8]([OH:14])=[O:19])[CH2:9][CH:10]([CH2:13]1)[CH2:11][CH2:12]2. (7) Given the reactants O=C1C2C(=CC=CC=2)[C:4](=[O:11])[N:3]1[CH2:12][C@@H:13]([CH3:41])[CH2:14][N:15]1[CH:20]=[C:19]([F:21])[CH:18]=[C:17]([C@H:22]2[CH2:26][CH2:25][CH2:24][N:23]2[C:27]2[CH:32]=[CH:31][N:30]3[N:33]=[CH:34][C:35](C(OC)=O)=[C:29]3[N:28]=2)[C:16]1=[O:40].NN, predict the reaction product. The product is: [F:21][C:19]1[CH:18]=[C:17]2[C:16](=[O:40])[N:15]([CH:20]=1)[CH2:14][C@H:13]([CH3:41])[CH2:12][NH:3][C:4](=[O:11])[C:35]1=[C:29]3[N:28]=[C:27]([CH:32]=[CH:31][N:30]3[N:33]=[CH:34]1)[N:23]1[C@@H:22]2[CH2:26][CH2:25][CH2:24]1. (8) Given the reactants [C:1]([OH:20])(=[O:19])[CH2:2][CH2:3][CH2:4][CH2:5][CH2:6][CH2:7][CH2:8]/[CH:9]=[CH:10]\[CH2:11][CH2:12][CH2:13][CH2:14][CH2:15][CH2:16][CH2:17][CH3:18].[CH3:21]O, predict the reaction product. The product is: [CH3:21][O:19][C:1](=[O:20])[CH2:2][CH2:3][CH2:4][CH2:5][CH2:6][CH2:7][CH2:8]/[CH:9]=[CH:10]\[CH2:11][CH2:12][CH2:13][CH2:14][CH2:15][CH2:16][CH2:17][CH3:18]. (9) Given the reactants F[B-](F)(F)F.[O:6]=[N+:7]=[O:8].[Br:9][C:10]1[CH:15]=[CH:14][C:13]([F:16])=[CH:12][C:11]=1[CH3:17], predict the reaction product. The product is: [Br:9][C:10]1[CH:15]=[C:14]([N+:7]([O-:8])=[O:6])[C:13]([F:16])=[CH:12][C:11]=1[CH3:17].